Dataset: NCI-60 drug combinations with 297,098 pairs across 59 cell lines. Task: Regression. Given two drug SMILES strings and cell line genomic features, predict the synergy score measuring deviation from expected non-interaction effect. (1) Drug 1: CC1=CC2C(CCC3(C2CCC3(C(=O)C)OC(=O)C)C)C4(C1=CC(=O)CC4)C. Drug 2: C#CCC(CC1=CN=C2C(=N1)C(=NC(=N2)N)N)C3=CC=C(C=C3)C(=O)NC(CCC(=O)O)C(=O)O. Cell line: OVCAR-4. Synergy scores: CSS=-4.25, Synergy_ZIP=-0.134, Synergy_Bliss=-3.66, Synergy_Loewe=-3.96, Synergy_HSA=-3.98. (2) Drug 1: CCC1=CC2CC(C3=C(CN(C2)C1)C4=CC=CC=C4N3)(C5=C(C=C6C(=C5)C78CCN9C7C(C=CC9)(C(C(C8N6C)(C(=O)OC)O)OC(=O)C)CC)OC)C(=O)OC.C(C(C(=O)O)O)(C(=O)O)O. Drug 2: CCCS(=O)(=O)NC1=C(C(=C(C=C1)F)C(=O)C2=CNC3=C2C=C(C=N3)C4=CC=C(C=C4)Cl)F. Cell line: HCT116. Synergy scores: CSS=2.62, Synergy_ZIP=0.414, Synergy_Bliss=-0.583, Synergy_Loewe=-40.3, Synergy_HSA=-1.79. (3) Drug 1: CN(CCCl)CCCl.Cl. Drug 2: CC(C)CN1C=NC2=C1C3=CC=CC=C3N=C2N. Cell line: SK-OV-3. Synergy scores: CSS=1.14, Synergy_ZIP=-1.42, Synergy_Bliss=-2.02, Synergy_Loewe=-2.06, Synergy_HSA=-2.79.